Dataset: Full USPTO retrosynthesis dataset with 1.9M reactions from patents (1976-2016). Task: Predict the reactants needed to synthesize the given product. Given the product [CH3:8][C:2]([C:9]1[CH:14]=[CH:13][C:12]([N+:15]([O-:17])=[O:16])=[CH:11][CH:10]=1)([CH3:1])[CH2:3][OH:4], predict the reactants needed to synthesize it. The reactants are: [CH3:1][C:2]([C:9]1[CH:14]=[CH:13][C:12]([N+:15]([O-:17])=[O:16])=[CH:11][CH:10]=1)([CH3:8])[C:3](OCC)=[O:4].[Li+].[BH4-].CO.